The task is: Predict which catalyst facilitates the given reaction.. This data is from Catalyst prediction with 721,799 reactions and 888 catalyst types from USPTO. (1) Product: [CH3:3][C:2]([C:5]1[C:10]([O:11][CH2:12][C:13]2[N:17]=[CH:16][N:15]([CH3:32])[N:14]=2)=[N:9][N:8]2[C:20]([C:23]3[C:28]([F:29])=[CH:27][CH:26]=[C:25]([F:30])[C:24]=3[F:31])=[N:21][N:22]=[C:7]2[CH:6]=1)([CH3:1])[CH3:4]. Reactant: [CH3:1][C:2]([C:5]1[C:10]([O:11][CH2:12][C:13]2[N:14](CC)[N:15]=[CH:16][N:17]=2)=[N:9][N:8]2[C:20]([C:23]3[C:28]([F:29])=[CH:27][CH:26]=[C:25]([F:30])[C:24]=3[F:31])=[N:21][N:22]=[C:7]2[CH:6]=1)([CH3:4])[CH3:3].[CH3:32]N1C=NC(CO)=N1.C(=O)([O-])[O-].[Cs+].[Cs+]. The catalyst class is: 16. (2) Reactant: [OH-].[K+].[Cl:3][C:4]1[CH:9]=[CH:8][C:7]([C:10]2[O:11][C:12]3[CH:23]=[C:22]([N:24](CS(C)(=O)=O)[S:25]([CH3:28])(=[O:27])=[O:26])[C:21]([CH:34]4[CH2:36][CH2:35]4)=[CH:20][C:13]=3[C:14]=2[C:15]([O:17]CC)=[O:16])=[CH:6][CH:5]=1. Product: [CH:34]1([C:21]2[C:22]([NH:24][S:25]([CH3:28])(=[O:27])=[O:26])=[CH:23][C:12]3[O:11][C:10]([C:7]4[CH:8]=[CH:9][C:4]([Cl:3])=[CH:5][CH:6]=4)=[C:14]([C:15]([OH:17])=[O:16])[C:13]=3[CH:20]=2)[CH2:35][CH2:36]1. The catalyst class is: 40. (3) Reactant: C(N(CC)CC)C.Cl[C:9]1[NH:18][C:17](=[O:19])[C:16]2[C:11](=[CH:12][CH:13]=[CH:14][CH:15]=2)[N:10]=1.Cl.Cl.[C:22]1([C:28]2[CH2:29][CH2:30][N:31]([CH2:34][CH2:35][NH2:36])[CH2:32][CH:33]=2)[CH:27]=[CH:26][CH:25]=[CH:24][CH:23]=1. Product: [C:22]1([C:28]2[CH2:33][CH2:32][N:31]([CH2:34][CH2:35][NH:36][C:9]3[NH:18][C:17](=[O:19])[C:16]4[C:11](=[CH:12][CH:13]=[CH:14][CH:15]=4)[N:10]=3)[CH2:30][CH:29]=2)[CH:23]=[CH:24][CH:25]=[CH:26][CH:27]=1. The catalyst class is: 9. (4) Product: [C:1]([O:5][C:6]([NH:8][C:9]1[S:13][C:12]([C:14]2[C:19]([F:20])=[CH:18][CH:17]=[CH:16][C:15]=2[F:21])=[N:11][C:10]=1[C:22]([NH:25][C:26]1[C:27]([N:35]2[CH2:40][CH2:39][CH2:38][C@H:37]([NH:41][C:42](=[O:48])[O:43][CH2:58][CH2:59][CH2:60][CH3:61])[CH2:36]2)=[C:28]2[CH2:34][CH2:33][O:32][C:29]2=[N:30][CH:31]=1)=[O:23])=[O:7])([CH3:4])([CH3:2])[CH3:3]. The catalyst class is: 329. Reactant: [C:1]([O:5][C:6]([NH:8][C:9]1[S:13][C:12]([C:14]2[C:19]([F:20])=[CH:18][CH:17]=[CH:16][C:15]=2[F:21])=[N:11][C:10]=1[C:22](O)=[O:23])=[O:7])([CH3:4])([CH3:3])[CH3:2].[NH2:25][C:26]1[C:27]([N:35]2[CH2:40][CH2:39][CH2:38][C@H:37]([NH:41][C:42](=[O:48])[O:43]C(C)(C)C)[CH2:36]2)=[C:28]2[CH2:34][CH2:33][O:32][C:29]2=[N:30][CH:31]=1.CN(C(ON1N=N[C:59]2[CH:60]=[CH:61]C=N[C:58]1=2)=[N+](C)C)C.F[P-](F)(F)(F)(F)F.CCN(C(C)C)C(C)C. (5) Reactant: Cl[Si](C)(C)C.C([BH3-])#N.[Na+].[CH:10]1([C:13]2[CH:18]=[CH:17][C:16]([C:19]([C:21]3[S:22][C:23]([CH3:66])=[CH:24][C:25]=3[O:26][C@@H:27]3[CH2:32][C@H:31]([CH2:33][O:34][CH2:35][C:36]4[CH:41]=[CH:40][CH:39]=[CH:38][CH:37]=4)[C@@H:30]([O:42][CH2:43][C:44]4[CH:49]=[CH:48][CH:47]=[CH:46][CH:45]=4)[C@H:29]([O:50][CH2:51][C:52]4[CH:57]=[CH:56][CH:55]=[CH:54][CH:53]=4)[C@H:28]3[O:58][CH2:59][C:60]3[CH:65]=[CH:64][CH:63]=[CH:62][CH:61]=3)=O)=[CH:15][CH:14]=2)[CH2:12][CH2:11]1.C(Cl)Cl. Product: [CH:10]1([C:13]2[CH:14]=[CH:15][C:16]([CH2:19][C:21]3[S:22][C:23]([CH3:66])=[CH:24][C:25]=3[O:26][C@@H:27]3[CH2:32][C@H:31]([CH2:33][O:34][CH2:35][C:36]4[CH:41]=[CH:40][CH:39]=[CH:38][CH:37]=4)[C@@H:30]([O:42][CH2:43][C:44]4[CH:45]=[CH:46][CH:47]=[CH:48][CH:49]=4)[C@H:29]([O:50][CH2:51][C:52]4[CH:57]=[CH:56][CH:55]=[CH:54][CH:53]=4)[C@H:28]3[O:58][CH2:59][C:60]3[CH:65]=[CH:64][CH:63]=[CH:62][CH:61]=3)=[CH:17][CH:18]=2)[CH2:11][CH2:12]1. The catalyst class is: 10. (6) Reactant: [Cl:1][C:2]1[CH:7]=[CH:6][N:5]2[C:8](I)=[C:9]([CH2:11][N:12]3[C:16]4[CH:17]=[N:18][CH:19]=[CH:20][C:15]=4[N:14]([CH:21]4[CH2:23][CH2:22]4)[C:13]3=[O:24])[N:10]=[C:4]2[CH:3]=1.ClC1C=CN=C(N)C=1.CCN(CC)CC.C1(P(C2C=CC=CC=2)C2C=CC=CC=2)C=CC=CC=1.[O:60]1[CH2:65][CH2:64][N:63]([C:66](=[O:69])[CH:67]=[CH2:68])[CH2:62][CH2:61]1. Product: [Cl:1][C:2]1[CH:7]=[CH:6][N:5]2[C:8](/[CH:68]=[CH:67]/[C:66]([N:63]3[CH2:64][CH2:65][O:60][CH2:61][CH2:62]3)=[O:69])=[C:9]([CH2:11][N:12]3[C:16]4[CH:17]=[N:18][CH:19]=[CH:20][C:15]=4[N:14]([CH:21]4[CH2:23][CH2:22]4)[C:13]3=[O:24])[N:10]=[C:4]2[CH:3]=1. The catalyst class is: 274.